Dataset: Reaction yield outcomes from USPTO patents with 853,638 reactions. Task: Predict the reaction yield, written as a fraction of the theoretical maximum amount of product (1.0 means a 100% yield; for example, 0.34 means a 34% yield). The reactants are [N:1]1[CH:6]=[CH:5][C:4](/[CH:7]=[CH:8]/[C:9]([O:11][C:12]([CH3:15])([CH3:14])[CH3:13])=[O:10])=[CH:3][CH:2]=1.C([O-])=O.[NH4+]. The catalyst is C(O)C.O.[C].[Pd]. The product is [N:1]1[CH:6]=[CH:5][C:4]([CH2:7][CH2:8][C:9]([O:11][C:12]([CH3:15])([CH3:14])[CH3:13])=[O:10])=[CH:3][CH:2]=1. The yield is 0.650.